Dataset: NCI-60 drug combinations with 297,098 pairs across 59 cell lines. Task: Regression. Given two drug SMILES strings and cell line genomic features, predict the synergy score measuring deviation from expected non-interaction effect. (1) Drug 1: C1=CN(C(=O)N=C1N)C2C(C(C(O2)CO)O)(F)F. Drug 2: C1=CC(=C(C=C1I)F)NC2=C(C=CC(=C2F)F)C(=O)NOCC(CO)O. Cell line: HCT116. Synergy scores: CSS=69.9, Synergy_ZIP=-2.61, Synergy_Bliss=-4.45, Synergy_Loewe=-4.27, Synergy_HSA=-0.0300. (2) Drug 1: CN(C)N=NC1=C(NC=N1)C(=O)N. Drug 2: CC1CCC2CC(C(=CC=CC=CC(CC(C(=O)C(C(C(=CC(C(=O)CC(OC(=O)C3CCCCN3C(=O)C(=O)C1(O2)O)C(C)CC4CCC(C(C4)OC)OCCO)C)C)O)OC)C)C)C)OC. Cell line: SK-OV-3. Synergy scores: CSS=13.0, Synergy_ZIP=-3.90, Synergy_Bliss=-6.10, Synergy_Loewe=-11.8, Synergy_HSA=-4.26.